Dataset: Forward reaction prediction with 1.9M reactions from USPTO patents (1976-2016). Task: Predict the product of the given reaction. (1) Given the reactants [CH2:1]([Mg]Cl)[C:2]1[CH:7]=[CH:6][CH:5]=[CH:4][CH:3]=1.[CH3:10][C:11]([CH3:31])([CH3:30])[CH2:12][C:13](=[O:29])[C:14]([NH:16][C:17]1[CH:18]=[CH:19][C:20]2[C:25](=[O:26])[O:24][N:23]=[C:22]([CH3:27])[C:21]=2[CH:28]=1)=[O:15], predict the reaction product. The product is: [CH3:10][C:11]([CH3:31])([CH3:30])[CH2:12][C:13]([OH:29])([CH2:1][C:2]1[CH:7]=[CH:6][CH:5]=[CH:4][CH:3]=1)[C:14]([NH:16][C:17]1[CH:18]=[CH:19][C:20]2[C:25](=[O:26])[O:24][N:23]=[C:22]([CH3:27])[C:21]=2[CH:28]=1)=[O:15]. (2) Given the reactants [Na].Cl.[F:3][C:4]1[CH:9]=[CH:8][C:7]([CH2:10][CH2:11][C:12]([NH2:14])=[NH:13])=[CH:6][CH:5]=1.[CH:15]([CH:17]([CH2:23][CH3:24])[C:18](OCC)=O)=[O:16], predict the reaction product. The product is: [CH2:23]([C:17]1[C:15](=[O:16])[N:13]=[C:12]([CH2:11][CH2:10][C:7]2[CH:6]=[CH:5][C:4]([F:3])=[CH:9][CH:8]=2)[NH:14][CH:18]=1)[CH3:24]. (3) Given the reactants C[O:2][C:3](=[O:35])[C:4]1[CH:9]=[CH:8][CH:7]=[C:6]([CH2:10][O:11][C:12]2[CH:21]=[CH:20][C:19]3[C:14](=[CH:15][CH:16]=[C:17]([CH2:22][CH:23]4[CH2:27][CH2:26][N:25]([CH:28]5[CH2:33][CH2:32][CH2:31][CH2:30][CH2:29]5)[C:24]4=[O:34])[CH:18]=3)[CH:13]=2)[CH:5]=1.C1COCC1.[OH-].[K+].Cl, predict the reaction product. The product is: [CH:28]1([N:25]2[CH2:26][CH2:27][CH:23]([CH2:22][C:17]3[CH:18]=[C:19]4[C:14](=[CH:15][CH:16]=3)[CH:13]=[C:12]([O:11][CH2:10][C:6]3[CH:5]=[C:4]([CH:9]=[CH:8][CH:7]=3)[C:3]([OH:35])=[O:2])[CH:21]=[CH:20]4)[C:24]2=[O:34])[CH2:29][CH2:30][CH2:31][CH2:32][CH2:33]1. (4) The product is: [CH2:3]([N:10]1[CH2:15][CH2:14][CH:13]([OH:16])[CH:12]([CH:17]([CH3:19])[CH3:18])[CH2:11]1)[C:4]1[CH:5]=[CH:6][CH:7]=[CH:8][CH:9]=1. Given the reactants [BH4-].[Na+].[CH2:3]([N:10]1[CH2:15][CH2:14][C:13](=[O:16])[CH:12]([CH:17]([CH3:19])[CH3:18])[CH2:11]1)[C:4]1[CH:9]=[CH:8][CH:7]=[CH:6][CH:5]=1, predict the reaction product. (5) Given the reactants [CH2:1]([O:8][C:9]1[C:10]([O:18][CH3:19])=[C:11]2[C:15](=[CH:16][CH:17]=1)[NH:14][CH:13]=[CH:12]2)[C:2]1[CH:7]=[CH:6][CH:5]=[CH:4][CH:3]=1.[CH3:20][C:21]([O:24][C:25](O[C:25]([O:24][C:21]([CH3:23])([CH3:22])[CH3:20])=[O:26])=[O:26])([CH3:23])[CH3:22], predict the reaction product. The product is: [C:21]([O:24][C:25]([N:14]1[C:15]2[C:11](=[C:10]([O:18][CH3:19])[C:9]([O:8][CH2:1][C:2]3[CH:3]=[CH:4][CH:5]=[CH:6][CH:7]=3)=[CH:17][CH:16]=2)[CH:12]=[CH:13]1)=[O:26])([CH3:23])([CH3:22])[CH3:20].